This data is from Peptide-MHC class I binding affinity with 185,985 pairs from IEDB/IMGT. The task is: Regression. Given a peptide amino acid sequence and an MHC pseudo amino acid sequence, predict their binding affinity value. This is MHC class I binding data. The peptide sequence is ISTVHGPM. The MHC is H-2-Kb with pseudo-sequence H-2-Kb. The binding affinity (normalized) is 0.345.